This data is from Reaction yield outcomes from USPTO patents with 853,638 reactions. The task is: Predict the reaction yield, written as a fraction of the theoretical maximum amount of product (1.0 means a 100% yield; for example, 0.34 means a 34% yield). The reactants are [Br:1][C:2]1[C:7]([OH:8])=[CH:6][CH:5]=[CH:4][N:3]=1.Cl[C:10]([F:15])([F:14])C([O-])=O.[Na+].C(=O)([O-])[O-].[Cs+].[Cs+]. The catalyst is CN(C=O)C.O. The product is [Br:1][C:2]1[C:7]([O:8][CH:10]([F:15])[F:14])=[CH:6][CH:5]=[CH:4][N:3]=1. The yield is 0.350.